Dataset: Forward reaction prediction with 1.9M reactions from USPTO patents (1976-2016). Task: Predict the product of the given reaction. (1) The product is: [CH2:1]([O:3][C:4](=[O:18])[CH2:5][CH:6]1[O:10][B:9]([OH:11])[C:8]2[CH:12]=[C:13]([O:17][CH2:22][C:23]3[CH:28]=[CH:27][CH:26]=[CH:25][CH:24]=3)[CH:14]=[C:15]([CH3:16])[C:7]1=2)[CH3:2]. Given the reactants [CH2:1]([O:3][C:4](=[O:18])[CH2:5][CH:6]1[O:10][B:9]([OH:11])[C:8]2[CH:12]=[C:13]([OH:17])[CH:14]=[C:15]([CH3:16])[C:7]1=2)[CH3:2].[H-].[Na+].Br[CH2:22][C:23]1[CH:28]=[CH:27][CH:26]=[CH:25][CH:24]=1, predict the reaction product. (2) Given the reactants [F:1][C:2]1[CH:11]=[CH:10][C:9]2[O:8][CH2:7][C:6]3[CH:12]=[C:13]([C:15](Cl)=[O:16])[S:14][C:5]=3[C:4]=2[CH:3]=1.[F:18][C:19]1[CH:25]=[C:24]([F:26])[CH:23]=[CH:22][C:20]=1[NH2:21].N1C=CC=C[CH:28]=1, predict the reaction product. The product is: [F:18][C:19]1[CH:25]=[C:24]([F:26])[CH:23]=[CH:22][C:20]=1[N:21]([CH3:28])[C:15]([C:13]1[S:14][C:5]2[C:4]3[CH:3]=[C:2]([F:1])[CH:11]=[CH:10][C:9]=3[O:8][CH2:7][C:6]=2[CH:12]=1)=[O:16]. (3) Given the reactants [Cl-].[CH3:2][O:3][CH2:4][P+](C1C=CC=CC=1)(C1C=CC=CC=1)C1C=CC=CC=1.[Li+].C[Si]([N-][Si](C)(C)C)(C)C.[Cl:34][C:35]1[CH:42]=[C:41]([C:43]2[CH:48]=[CH:47][C:46]([Cl:49])=[CH:45][CH:44]=2)[CH:40]=[CH:39][C:36]=1[CH:37]=O.[NH4+].[Cl-], predict the reaction product. The product is: [Cl:34][C:35]1[CH:42]=[C:41]([C:43]2[CH:48]=[CH:47][C:46]([Cl:49])=[CH:45][CH:44]=2)[CH:40]=[CH:39][C:36]=1/[CH:37]=[CH:2]/[O:3][CH3:4]. (4) Given the reactants [CH3:1][S:2]([C:4]1[C:12]2[C:7](=[CH:8][C:9]([C:13](O)=[O:14])=[CH:10][CH:11]=2)[N:6]([C:16]2[N:21]=[CH:20][C:19]([C:22]3[CH:27]=[CH:26][CH:25]=[CH:24][CH:23]=3)=[CH:18][N:17]=2)[CH:5]=1)=[O:3].[NH:28]1[CH2:33][CH2:32][NH:31][CH2:30][C:29]1=[O:34], predict the reaction product. The product is: [CH3:1][S:2]([C:4]1[C:12]2[C:7](=[CH:8][C:9]([C:13]([N:31]3[CH2:32][CH2:33][NH:28][C:29](=[O:34])[CH2:30]3)=[O:14])=[CH:10][CH:11]=2)[N:6]([C:16]2[N:21]=[CH:20][C:19]([C:22]3[CH:27]=[CH:26][CH:25]=[CH:24][CH:23]=3)=[CH:18][N:17]=2)[CH:5]=1)=[O:3]. (5) Given the reactants [Br:1][C:2]1[CH:3]=[CH:4][C:5]([O:12][CH2:13][C:14]2[CH:19]=[CH:18][C:17]([Cl:20])=[CH:16][CH:15]=2)=[C:6]([CH2:8][N:9]([CH3:11])[CH3:10])[CH:7]=1.[CH3:21][I:22], predict the reaction product. The product is: [I-:22].[Br:1][C:2]1[CH:3]=[CH:4][C:5]([O:12][CH2:13][C:14]2[CH:15]=[CH:16][C:17]([Cl:20])=[CH:18][CH:19]=2)=[C:6]([CH2:8][N+:9]([CH3:21])([CH3:11])[CH3:10])[CH:7]=1.